This data is from NCI-60 drug combinations with 297,098 pairs across 59 cell lines. The task is: Regression. Given two drug SMILES strings and cell line genomic features, predict the synergy score measuring deviation from expected non-interaction effect. (1) Drug 1: CN(C)N=NC1=C(NC=N1)C(=O)N. Drug 2: C1=NNC2=C1C(=O)NC=N2. Cell line: SN12C. Synergy scores: CSS=-0.639, Synergy_ZIP=-0.306, Synergy_Bliss=-2.95, Synergy_Loewe=-5.32, Synergy_HSA=-3.71. (2) Drug 1: CC1=C2C(C(=O)C3(C(CC4C(C3C(C(C2(C)C)(CC1OC(=O)C(C(C5=CC=CC=C5)NC(=O)C6=CC=CC=C6)O)O)OC(=O)C7=CC=CC=C7)(CO4)OC(=O)C)O)C)OC(=O)C. Drug 2: CC1=C(C(=CC=C1)Cl)NC(=O)C2=CN=C(S2)NC3=CC(=NC(=N3)C)N4CCN(CC4)CCO. Cell line: A549. Synergy scores: CSS=14.2, Synergy_ZIP=-1.81, Synergy_Bliss=1.97, Synergy_Loewe=1.51, Synergy_HSA=4.48. (3) Drug 1: C1=NC2=C(N1)C(=S)N=C(N2)N. Drug 2: CC=C1C(=O)NC(C(=O)OC2CC(=O)NC(C(=O)NC(CSSCCC=C2)C(=O)N1)C(C)C)C(C)C. Cell line: SN12C. Synergy scores: CSS=61.0, Synergy_ZIP=-1.78, Synergy_Bliss=1.09, Synergy_Loewe=-0.0330, Synergy_HSA=0.820. (4) Drug 1: CN(C)C1=NC(=NC(=N1)N(C)C)N(C)C. Drug 2: CC1=C(C(=O)C2=C(C1=O)N3CC4C(C3(C2COC(=O)N)OC)N4)N. Cell line: NCI-H226. Synergy scores: CSS=15.5, Synergy_ZIP=0.215, Synergy_Bliss=6.44, Synergy_Loewe=-13.5, Synergy_HSA=3.99. (5) Drug 1: C1=NC2=C(N=C(N=C2N1C3C(C(C(O3)CO)O)F)Cl)N. Drug 2: C1=CC=C(C(=C1)C(C2=CC=C(C=C2)Cl)C(Cl)Cl)Cl. Cell line: MDA-MB-435. Synergy scores: CSS=-0.792, Synergy_ZIP=0.311, Synergy_Bliss=-0.778, Synergy_Loewe=-3.48, Synergy_HSA=-2.90. (6) Drug 1: CN(C)C1=NC(=NC(=N1)N(C)C)N(C)C. Drug 2: C1=NC2=C(N=C(N=C2N1C3C(C(C(O3)CO)O)F)Cl)N. Cell line: SF-539. Synergy scores: CSS=0.0490, Synergy_ZIP=-6.23, Synergy_Bliss=-2.06, Synergy_Loewe=-29.9, Synergy_HSA=-4.30.